Task: Predict the product of the given reaction.. Dataset: Forward reaction prediction with 1.9M reactions from USPTO patents (1976-2016) (1) Given the reactants Br[C:2]1[CH:3]=[C:4]2[C:9](=[N:10][CH:11]=1)[NH:8][C:7](=[O:12])[CH2:6][CH2:5]2.C(=O)([O-])[O-].[Na+].[Na+].[CH2:19]([Sn](CCCC)(CCCC)C=C)[CH2:20]CC.[Na], predict the reaction product. The product is: [CH:19]([C:2]1[CH:3]=[C:4]2[C:9](=[N:10][CH:11]=1)[NH:8][C:7](=[O:12])[CH2:6][CH2:5]2)=[CH2:20]. (2) Given the reactants C([O-])(=O)C.[K+].CC1(C)OCB([B:13]2[O:18][CH2:17][C:16]([CH3:20])([CH3:19])[CH2:15][O:14]2)CO1.Br[C:23]1[CH:39]=[CH:38][C:26]([N:27]([CH:32]2[CH2:37][CH2:36][CH2:35][CH2:34][CH2:33]2)[CH2:28][CH:29]([CH3:31])[CH3:30])=[C:25]([N+:40]([O-:42])=[O:41])[CH:24]=1, predict the reaction product. The product is: [CH:32]1([N:27]([CH2:28][CH:29]([CH3:31])[CH3:30])[C:26]2[CH:38]=[CH:39][C:23]([B:13]3[O:14][CH2:15][C:16]([CH3:19])([CH3:20])[CH2:17][O:18]3)=[CH:24][C:25]=2[N+:40]([O-:42])=[O:41])[CH2:33][CH2:34][CH2:35][CH2:36][CH2:37]1. (3) Given the reactants [C:1]([O:5][C:6]([N:8]1[CH2:12][CH2:11][CH2:10][C@H:9]1/[CH:13]=[C:14](\[CH3:18])/[C:15]([OH:17])=O)=[O:7])([CH3:4])([CH3:3])[CH3:2].[F:19][C:20]([F:35])([F:34])[C:21]([NH:23][C:24]1[CH:29]=[CH:28][C:27]([S:30](=[O:33])(=[O:32])[NH2:31])=[CH:26][CH:25]=1)=[O:22], predict the reaction product. The product is: [CH3:18]/[C:14](/[C:15](=[O:17])[NH:31][S:30]([C:27]1[CH:28]=[CH:29][C:24]([NH:23][C:21](=[O:22])[C:20]([F:19])([F:35])[F:34])=[CH:25][CH:26]=1)(=[O:32])=[O:33])=[CH:13]\[C@@H:9]1[CH2:10][CH2:11][CH2:12][N:8]1[C:6]([O:5][C:1]([CH3:2])([CH3:3])[CH3:4])=[O:7].